From a dataset of Full USPTO retrosynthesis dataset with 1.9M reactions from patents (1976-2016). Predict the reactants needed to synthesize the given product. Given the product [OH:30][C:31]1([C:34]([N:5]2[CH2:6][CH2:7][N:2]([C:8]([C:10]3[CH:15]=[CH:14][C:13]([C:16]4[CH:21]=[CH:20][CH:19]=[C:18]([NH:22][S:23]([CH:26]5[CH2:27][CH2:28][CH2:29]5)(=[O:25])=[O:24])[CH:17]=4)=[CH:12][CH:11]=3)=[O:9])[CH2:3][CH2:4]2)=[O:35])[CH2:33][CH2:32]1, predict the reactants needed to synthesize it. The reactants are: Cl.[N:2]1([C:8]([C:10]2[CH:15]=[CH:14][C:13]([C:16]3[CH:21]=[CH:20][CH:19]=[C:18]([NH:22][S:23]([CH:26]4[CH2:29][CH2:28][CH2:27]4)(=[O:25])=[O:24])[CH:17]=3)=[CH:12][CH:11]=2)=[O:9])[CH2:7][CH2:6][NH:5][CH2:4][CH2:3]1.[OH:30][C:31]1([C:34](O)=[O:35])[CH2:33][CH2:32]1.CN(C(ON1N=NC2C=CC=CC1=2)=[N+](C)C)C.F[P-](F)(F)(F)(F)F.CCN(C(C)C)C(C)C.C(=O)(O)[O-].[Na+].